From a dataset of Full USPTO retrosynthesis dataset with 1.9M reactions from patents (1976-2016). Predict the reactants needed to synthesize the given product. Given the product [C:3]1([C:20]2[CH:25]=[CH:24][CH:23]=[CH:22][CH:21]=2)[CH:8]=[CH:7][CH:6]=[CH:5][C:4]=1[C:9]1[CH:17]=[CH:16][CH:15]=[C:14]2[C:10]=1[CH2:11][CH:12]([CH3:19])[CH:13]2[OH:18], predict the reactants needed to synthesize it. The reactants are: [BH4-].[Na+].[C:3]1([C:20]2[CH:25]=[CH:24][CH:23]=[CH:22][CH:21]=2)[CH:8]=[CH:7][CH:6]=[CH:5][C:4]=1[C:9]1[CH:17]=[CH:16][CH:15]=[C:14]2[C:10]=1[CH2:11][CH:12]([CH3:19])[C:13]2=[O:18].